From a dataset of Reaction yield outcomes from USPTO patents with 853,638 reactions. Predict the reaction yield, written as a fraction of the theoretical maximum amount of product (1.0 means a 100% yield; for example, 0.34 means a 34% yield). (1) The reactants are [C:1]([O:5][C:6]([NH:8][CH:9]([C:13]([OH:16])([CH3:15])[CH3:14])[C:10]([OH:12])=[O:11])=[O:7])([CH3:4])([CH3:3])[CH3:2].[CH3:17]I.[H-].[Na+].O. The catalyst is C1COCC1.C(OCC)(=O)C. The product is [C:1]([O:5][C:6]([NH:8][CH:9]([C:13]([O:16][CH3:17])([CH3:15])[CH3:14])[C:10]([OH:12])=[O:11])=[O:7])([CH3:4])([CH3:2])[CH3:3]. The yield is 0.940. (2) The reactants are C(N(S(F)(F)[F:7])CC)C.O[CH2:11][C:12]1[O:16][N:15]=[C:14]([C:17]([O:19][CH2:20][CH3:21])=[O:18])[CH:13]=1.O.C(=O)(O)[O-].[Na+]. The catalyst is C(Cl)Cl. The product is [F:7][CH2:11][C:12]1[O:16][N:15]=[C:14]([C:17]([O:19][CH2:20][CH3:21])=[O:18])[CH:13]=1. The yield is 0.600.